Dataset: Catalyst prediction with 721,799 reactions and 888 catalyst types from USPTO. Task: Predict which catalyst facilitates the given reaction. Reactant: [H-].[Al+3].[Li+].[H-].[H-].[H-].C(O[C:10]([C@@H:12]1[N:16]2[C:17](=O)[C@@H:18]([CH2:22][C:23]3[C:31]4[C:26](=[CH:27][CH:28]=[CH:29][CH:30]=4)[NH:25][CH:24]=3)[NH:19][C:20](=O)[C@H:15]2[CH2:14][CH2:13]1)=[O:11])C.[OH-].[Na+].C(N(C(C)C)CC)(C)C.[F:44][C:45]([F:60])([F:59])[C:46]1[CH:47]=[C:48]([CH:52]=[C:53]([C:55]([F:58])([F:57])[F:56])[CH:54]=1)[C:49](Cl)=[O:50]. Product: [F:44][C:45]([F:59])([F:60])[C:46]1[CH:47]=[C:48]([C:49]([N:19]2[C@H:18]([CH2:22][C:23]3[C:31]4[C:26](=[CH:27][CH:28]=[CH:29][CH:30]=4)[NH:25][CH:24]=3)[CH2:17][N:16]3[C@@H:12]([CH2:10][OH:11])[CH2:13][CH2:14][C@@H:15]3[CH2:20]2)=[O:50])[CH:52]=[C:53]([C:55]([F:56])([F:57])[F:58])[CH:54]=1. The catalyst class is: 375.